Dataset: Forward reaction prediction with 1.9M reactions from USPTO patents (1976-2016). Task: Predict the product of the given reaction. (1) Given the reactants C(OC1C=CC(C(Cl)=O)=CC=1)C.[Cl:13][C:14]1[CH:15]=[C:16]([CH:18]=[CH:19][C:20]=1[O:21][C:22]1[C:31]2[C:26](=[CH:27][C:28]([O:34][CH3:35])=[C:29]([O:32][CH3:33])[CH:30]=2)[N:25]=[CH:24][CH:23]=1)[NH2:17].[CH2:36]([O:38][C:39]1[CH:44]=[CH:43][C:42]([C:45]([N:47]=[C:48]=[S:49])=[O:46])=[CH:41][CH:40]=1)[CH3:37], predict the reaction product. The product is: [CH2:36]([O:38][C:39]1[CH:44]=[CH:43][C:42]([C:45]([N:47]=[C:48]=[S:49])=[O:46])=[CH:41][CH:40]=1)[CH3:37].[Cl:13][C:14]1[CH:15]=[C:16]([NH:17][C:48]([NH:47][C:45](=[O:46])[C:42]2[CH:43]=[CH:44][C:39]([O:38][CH2:36][CH3:37])=[CH:40][CH:41]=2)=[S:49])[CH:18]=[CH:19][C:20]=1[O:21][C:22]1[C:31]2[C:26](=[CH:27][C:28]([O:34][CH3:35])=[C:29]([O:32][CH3:33])[CH:30]=2)[N:25]=[CH:24][CH:23]=1. (2) Given the reactants O=CCCC1CCN(C(OC(C)(C)C)=O)CC1.[C:18](/[CH:20]=[CH:21]\[CH2:22][CH2:23][CH:24]1[CH2:29][CH2:28][N:27]([C:30]([O:32][C:33]([CH3:36])([CH3:35])[CH3:34])=[O:31])[CH2:26][CH2:25]1)#[N:19], predict the reaction product. The product is: [C:18](/[CH:20]=[CH:21]/[CH2:22][CH2:23][CH:24]1[CH2:29][CH2:28][N:27]([C:30]([O:32][C:33]([CH3:36])([CH3:35])[CH3:34])=[O:31])[CH2:26][CH2:25]1)#[N:19].